This data is from Forward reaction prediction with 1.9M reactions from USPTO patents (1976-2016). The task is: Predict the product of the given reaction. (1) The product is: [CH2:6]([O:5][C:1]([CH2:2][CH2:3][N:24]1[CH2:23][CH2:22][CH:21]([CH:18]2[CH2:17][CH2:16][N:15]([C:13]([O:12][C:8]([CH3:11])([CH3:10])[CH3:9])=[O:14])[CH2:20][CH2:19]2)[CH2:26][CH2:25]1)=[O:4])[CH3:7]. Given the reactants [C:1]([O:5][CH2:6][CH3:7])(=[O:4])[CH:2]=[CH2:3].[C:8]([O:12][C:13]([N:15]1[CH2:20][CH2:19][CH:18]([CH:21]2[CH2:26][CH2:25][NH:24][CH2:23][CH2:22]2)[CH2:17][CH2:16]1)=[O:14])([CH3:11])([CH3:10])[CH3:9], predict the reaction product. (2) The product is: [N+:12]([C:9]1[CH:10]=[CH:11][C:6]([NH:5][C:3]([C:2]2([CH3:1])[CH2:19][C:30]([C:27]3[CH:28]=[CH:29][C:24]([NH:23][C:20](=[O:22])[CH3:21])=[CH:25][CH:26]=3)=[N:31][N:32]2[CH3:33])=[O:4])=[CH:7][C:8]=1[C:15]([F:16])([F:17])[F:18])([O-:14])=[O:13]. Given the reactants [CH3:1][C:2](=[CH2:19])[C:3]([NH:5][C:6]1[CH:11]=[CH:10][C:9]([N+:12]([O-:14])=[O:13])=[C:8]([C:15]([F:18])([F:17])[F:16])[CH:7]=1)=[O:4].[C:20]([NH:23][C:24]1[CH:29]=[CH:28][C:27]([C:30](Cl)=[N:31][NH:32][CH3:33])=[CH:26][CH:25]=1)(=[O:22])[CH3:21], predict the reaction product. (3) Given the reactants [CH2:1]([O:8][C:9]([NH:11][C:12]1[C:13]([C:28]([OH:30])=O)=[N:14][C:15]2[C:20]([CH:21]=1)=[CH:19][CH:18]=[C:17]([N:22]1[CH2:27][CH2:26][O:25][CH2:24][CH2:23]1)[CH:16]=2)=[O:10])[C:2]1[CH:7]=[CH:6][CH:5]=[CH:4][CH:3]=1.[NH2:31][C:32]1[CH:33]=[N:34][CH:35]=[CH:36][C:37]=1[N:38]1[CH2:43][C@H:42]([CH3:44])[C@H:41]([N:45]2[CH:49]=[CH:48][N:47]=[N:46]2)[C@H:40]([NH:50][C:51](=[O:57])[O:52][C:53]([CH3:56])([CH3:55])[CH3:54])[CH2:39]1.CN(C(ON1N=NC2C=CC=NC1=2)=[N+](C)C)C.F[P-](F)(F)(F)(F)F.CCN(C(C)C)C(C)C, predict the reaction product. The product is: [C:53]([O:52][C:51]([NH:50][C@H:40]1[C@@H:41]([N:45]2[CH:49]=[CH:48][N:47]=[N:46]2)[C@@H:42]([CH3:44])[CH2:43][N:38]([C:37]2[CH:36]=[CH:35][N:34]=[CH:33][C:32]=2[NH:31][C:28]([C:13]2[C:12]([NH:11][C:9](=[O:10])[O:8][CH2:1][C:2]3[CH:7]=[CH:6][CH:5]=[CH:4][CH:3]=3)=[CH:21][C:20]3[C:15](=[CH:16][C:17]([N:22]4[CH2:27][CH2:26][O:25][CH2:24][CH2:23]4)=[CH:18][CH:19]=3)[N:14]=2)=[O:30])[CH2:39]1)=[O:57])([CH3:54])([CH3:55])[CH3:56]. (4) Given the reactants [Br:1][C:2]([F:9])([F:8])[C:3](OCC)=[O:4].[NH:10]([CH3:12])[CH3:11], predict the reaction product. The product is: [Br:1][C:2]([F:9])([F:8])[C:3]([N:10]([CH3:12])[CH3:11])=[O:4]. (5) The product is: [N+:14]([C:10]1[CH:9]=[C:8]([N:1]2[CH2:6][CH2:5][O:4][CH2:3][CH2:2]2)[CH:13]=[CH:12][CH:11]=1)([O-:16])=[O:15]. Given the reactants [NH:1]1[CH2:6][CH2:5][O:4][CH2:3][CH2:2]1.F[C:8]1[CH:13]=[CH:12][CH:11]=[C:10]([N+:14]([O-:16])=[O:15])[CH:9]=1.O, predict the reaction product. (6) Given the reactants [F:1][C:2]1[CH:7]=[CH:6][C:5]([C:8]2[CH:17]=[C:16]([CH2:18][O:19][CH:20]([C:27]3[CH:32]=[CH:31][C:30]([F:33])=[CH:29][CH:28]=3)[CH2:21][N:22]3[CH:26]=[CH:25][N:24]=[CH:23]3)[CH:15]=[CH:14][C:9]=2[C:10]([O:12]C)=[O:11])=[CH:4][CH:3]=1.[OH-].[Na+], predict the reaction product. The product is: [F:1][C:2]1[CH:7]=[CH:6][C:5]([C:8]2[CH:17]=[C:16]([CH2:18][O:19][CH:20]([C:27]3[CH:28]=[CH:29][C:30]([F:33])=[CH:31][CH:32]=3)[CH2:21][N:22]3[CH:26]=[CH:25][N:24]=[CH:23]3)[CH:15]=[CH:14][C:9]=2[C:10]([OH:12])=[O:11])=[CH:4][CH:3]=1. (7) Given the reactants [Cl:1][C:2]1[CH:3]=[C:4]([NH2:16])[C:5]([NH2:15])=[CH:6][C:7]=1[C:8]1[CH:13]=[CH:12][C:11]([F:14])=[CH:10][CH:9]=1.[F:17][C:18]([F:26])([F:25])[C:19]([F:24])([F:23])[C:20](O)=O, predict the reaction product. The product is: [Cl:1][C:2]1[C:7]([C:8]2[CH:9]=[CH:10][C:11]([F:14])=[CH:12][CH:13]=2)=[CH:6][C:5]2[NH:15][C:20]([C:19]([F:24])([F:23])[C:18]([F:26])([F:25])[F:17])=[N:16][C:4]=2[CH:3]=1.